Dataset: Experimentally validated miRNA-target interactions with 360,000+ pairs, plus equal number of negative samples. Task: Binary Classification. Given a miRNA mature sequence and a target amino acid sequence, predict their likelihood of interaction. (1) Result: 0 (no interaction). The protein sequence of the target gene is MAADVFMCSPRRPRSRGRSVLLKPQVPEDDDDSDTDEPSPPPPSGVATSARAHASAAPLPPRAGPGREEPPRRQQIIHSGHFMVSSPHREHPPKKGYDFDTVNKQTCQTYSFGKTSSCHLSIDASLTKLFECMTLAYSGKLVSPKWKNFKGLKLQWRDKIRLNNAIWRAWYMQYLEKRRNPVCHFVTPLDGSVDVDEHRRPEAITTEGKYWKSRIEIVIREYHKWRTYFKKRLQQHKDEDLSSLAQDDDMLYWHKHGDGWKTPVPMEEDSLLDTDMLMSEFSDTLFSTLSSHQPVAWPNP.... The miRNA is mmu-miR-383-5p with sequence AGAUCAGAAGGUGACUGUGGCU. (2) The miRNA is hsa-miR-3140-3p with sequence AGCUUUUGGGAAUUCAGGUAGU. The protein sequence of the target gene is MRSHTITMTTTSVSSWPYSSHRMRFITNHSDQPPQNFSATPNVTTCPMDEKLLSTVLTTSYSVIFIVGLVGNIIALYVFLGIHRKRNSIQIYLLNVAIADLLLIFCLPFRIMYHINQNKWTLGVILCKVVGTLFYMNMYISIILLGFISLDRYIKINRSIQQRKAITTKQSIYVCCIVWMLALGGFLTMIILTLKKGGHNSTMCFHYRDKHNAKGEAIFNFILVVMFWLIFLLIILSYIKIGKNLLRISKRRSKFPNSGKYATTARNSFIVLIIFTICFVPYHAFRFIYISSQLNVSSCY.... Result: 0 (no interaction). (3) The miRNA is hsa-miR-802 with sequence CAGUAACAAAGAUUCAUCCUUGU. The protein sequence of the target gene is MSKGPAVGIDLGTTYSCVGVFQHGKVEIIANDQGNRTTPSYVAFTDTERLIGDAAKNQVAMNPTNTVFDAKRLIGRRFDDAVVQSDMKHWPFMVVNDAGRPKVQVEYKGETKSFYPEEVSSMVLTKMKEIAEAYLGKTVTNAVVTVPAYFNDSQRQATKDAGTIAGLNVLRIINEPTAAAIAYGLDKKVGAERNVLIFDLGGGTFDVSILTIEDGIFEVKSTAGDTHLGGEDFDNRMVNHFIAEFKRKHKKDISENKRAVRRLRTACERAKRTLSSSTQASIEIDSLYEGIDFYTSITRA.... Result: 0 (no interaction). (4) The miRNA is hsa-miR-3147 with sequence GGUUGGGCAGUGAGGAGGGUGUGA. The protein sequence of the target gene is MAGCCAALAAFLFEYDTPRIVLIRSRKVGLMNRAVQLLILAYVIGWVFVWEKGYQETDSVVSSVTTKVKGVAVTNTSKLGFRIWDVADYVIPAQEENSLFVMTNVILTMNQTQGLCPEIPDATTVCKSDASCTAGSAGTHSNGVSTGRCVAFNGSVKTCEVAAWCPVEDDTHVPQPAFLKAAENFTLLVKNNIWYPKFNFSKRNILPNITTTYLKSCIYDAKTDPFCPIFRLGKIVENAGHSFQDMAVEGGIMGIQVNWDCNLDRAASLCLPRYSFRRLDTRDVEHNVSPGYNFRFAKYY.... Result: 0 (no interaction). (5) The miRNA is mmu-miR-3473d with sequence CCACUGAGCCACUUUCCAGCCCUU. The protein sequence of the target gene is MMLSLNNLQNIIYNPVIPFVGTIPDQLDPGTLIVIRGHVPSDADRFQVDLQNGSSMKPRADVAFHFNPRFKRAGCIVCNTLINEKWGREEITYDTPFKREKSFEIVIMVLKDKFQVAVNGKHTLLYGHRIGPEKIDTLGIYGKVNIHSIGFSFSSDLQSTQASSLELTEISRENVPKSGTPQLRLPFAARLNTPMGPGRTVVVKGEVNANAKSFNVDLLAGKSKDIALHLNPRLNIKAFVRNSFLQESWGEEERNITSFPFSPGMYFEMIIYCDVREFKVAVNGVHSLEYKHRFKELSSI.... Result: 0 (no interaction). (6) The miRNA is hsa-miR-450a-5p with sequence UUUUGCGAUGUGUUCCUAAUAU. The protein sequence of the target gene is MAVARVDAALPPGEGSVVNWSGQGLQKLGPNLPCEADIHTLILDKNQIIKLENLEKCKRLIQLSVANNRLVRMMGVAKLTLLRVLNLPHNSIGCVEGLKELVHLEWLNLAGNNLKAMEQINSCTALQHLDLSDNNISQIGDLSKLVSLKTLLLHGNIITSLRMAPAYLPRSLAILSLAENEIRDLNEISFLASLTELEQLSIMNNPCVMATPSIPGFDYRPYIVSWCLNLRVLDGYVISQKESLKAEWLYSQGKGRAYRPGQHIQLVQYLATVCPLTSTLGLQTAEDAKLEKILSKQRFH.... Result: 1 (interaction). (7) The miRNA is hsa-miR-651-5p with sequence UUUAGGAUAAGCUUGACUUUUG. The protein sequence of the target gene is MAEEGERKKIPLVPENLLKKRKAYQALKATQAKQALLAKRERKGKQFRFRRLESFVHDSWRQQRDKVRVQRLEVKPRALEVPDKHPLAFVIRMERIEGVSLLVKSTIMKLGLKKLFSGVFVKVTPQSVRMLRTVEPYVTWGFPNLKSVRELILKRGQAKINNKTVPLTDNTVIEEHLGRFGVICLEDLIHEIAFPGKHFQEVSSFLCPFLLSVARHATRNRVGFRKEMGSPGYRGDRINQLIRQLN. Result: 0 (no interaction). (8) The miRNA is rno-miR-181a-5p with sequence AACAUUCAACGCUGUCGGUGAGU. The protein sequence of the target gene is MAGRGKLIAVIGDEDTVTGFLLGGIGELNKNRHPNFLVVEKDTTINEIEDTFRQFLNRDDIGIILINQYIAEMVRHALDAHQQSIPAVLEIPSKEHPYDAAKDSILRRARGMFTAEDLR. Result: 0 (no interaction). (9) The miRNA is mmu-miR-673-5p with sequence CUCACAGCUCUGGUCCUUGGAG. The protein sequence of the target gene is MEISRLAQSKRNIISLNMDLERDTQRIDEANQKLLLKIQEREDKIQRLESEIIQTRGLVEDEEWEKENRTTMERERALQELEEETARLERKNKTLVHSITELQQKLTRKSQKITNCEQSSPDGALEETKVKLQQLEASYACQEKELLKVMKEYAFVTQLCEDQALYIKKYQETLKKIEEELEALFLEREVSKLVSMNPVEKEHTSQNNEGTPTQKTARLFSKKIFCCLFFITLFFIRLLSYMFFHVRFINPDLLVNVLPKVLGRSTLWKLRCFFFPSLTLETEDMLPH. Result: 0 (no interaction).